Predict the reactants needed to synthesize the given product. From a dataset of Retrosynthesis with 50K atom-mapped reactions and 10 reaction types from USPTO. (1) Given the product Cc1c[nH]c2c(Oc3ccc(Cl)cc3Cl)cc(F)cc12, predict the reactants needed to synthesize it. The reactants are: Cc1c[nH]c2c(Br)cc(F)cc12.Oc1ccc(Cl)cc1Cl. (2) Given the product Cc1cccc(NC(=O)c2cc(C#N)cc(C)n2)c1, predict the reactants needed to synthesize it. The reactants are: CCOC(=O)c1cc(C#N)cc(C)n1.Cc1cccc(N)c1. (3) Given the product Cc1c(C)c(NC(=O)CC(C)(C)C)c2c(c1C)C(c1ccc(C(C)C)cc1)C(C)(C)O2, predict the reactants needed to synthesize it. The reactants are: Cc1c(C)c(NC(=O)CC(C)(C)C)c2c(c1C)C(O)(c1ccc(C(C)C)cc1)C(C)(C)O2. (4) The reactants are: CNc1ncc2cc(B3OC(C)(C)C(C)(C)O3)c(=O)n(C)c2n1.Cc1ccc2c(Nc3cccc(C(F)(F)F)c3)nccc2c1I. Given the product CNc1ncc2cc(-c3c(C)ccc4c(Nc5cccc(C(F)(F)F)c5)nccc34)c(=O)n(C)c2n1, predict the reactants needed to synthesize it. (5) Given the product Cn1c(-c2ccc(Cl)cc2)c(CCC(=O)N2CCC(O)(Cc3ccccc3)CC2)c2cc(N3CCOCC3)ccc21, predict the reactants needed to synthesize it. The reactants are: C1COCCN1.Cn1c(-c2ccc(Cl)cc2)c(CCC(=O)N2CCC(O)(Cc3ccccc3)CC2)c2cc(Br)ccc21. (6) The reactants are: CCCCCCCCC1Cc2ccc(B(O)O)cc2C1.CCCCCCCCCCc1cnc(-c2ccc(OS(=O)(=O)C(F)(F)F)cc2F)nc1. Given the product CCCCCCCCCCc1cnc(-c2ccc(-c3ccc4c(c3)CC(CCCCCCCC)C4)cc2F)nc1, predict the reactants needed to synthesize it. (7) The reactants are: CCOC(=O)C(C)Br.Oc1nc(F)c(Cl)cc1Cl. Given the product CCOC(=O)C(C)Oc1nc(F)c(Cl)cc1Cl, predict the reactants needed to synthesize it. (8) Given the product Cn1ncc(Br)c1NC(=O)OCC(Cl)(Cl)Cl, predict the reactants needed to synthesize it. The reactants are: Cn1ncc(Br)c1N.O=C(Cl)OCC(Cl)(Cl)Cl. (9) Given the product COc1ccc(CN(C)C)cc1C=C1C(=O)Nc2ccccc21, predict the reactants needed to synthesize it. The reactants are: COc1ccc(CN(C)C)cc1C=O.O=C1Cc2ccccc2N1.